From a dataset of Forward reaction prediction with 1.9M reactions from USPTO patents (1976-2016). Predict the product of the given reaction. (1) Given the reactants [CH3:1][C@@H:2]1[CH2:7][N:6](C(OC(C)(C)C)=O)[C@H:5]([CH2:15][NH:16][C:17]2[N:22]=[CH:21][C:20]([C:23]([F:26])([F:25])[F:24])=[CH:19][N:18]=2)[CH2:4][CH2:3]1.C(O)(C(F)(F)F)=O, predict the reaction product. The product is: [CH3:1][C@@H:2]1[CH2:7][NH:6][C@H:5]([CH2:15][NH:16][C:17]2[N:18]=[CH:19][C:20]([C:23]([F:25])([F:24])[F:26])=[CH:21][N:22]=2)[CH2:4][CH2:3]1. (2) The product is: [ClH:15].[CH3:1][C:2]1([CH3:14])[CH2:7][C:6]([CH3:8])([CH3:9])[CH2:5][C:4](=[C:10]([CH3:13])[CH2:11][NH2:12])[CH2:3]1. Given the reactants [CH3:1][C:2]1([CH3:14])[CH2:7][C:6]([CH3:9])([CH3:8])[CH2:5][C:4](=[C:10]([CH3:13])[C:11]#[N:12])[CH2:3]1.[ClH:15].CC1(C)CC(C)(C)CC(=CCN)C1, predict the reaction product. (3) Given the reactants [CH2:1]([O:8][C:9]1[C:10](=[O:37])[C:11]([CH2:32][C:33]([O:35]C)=[O:34])=[CH:12][N:13]([CH2:26][CH:27]([O:30][CH3:31])[O:28][CH3:29])[C:14]=1[C:15](=[O:25])[NH:16][CH2:17][C:18]1[CH:23]=[CH:22][CH:21]=[C:20]([Cl:24])[CH:19]=1)[C:2]1[CH:7]=[CH:6][CH:5]=[CH:4][CH:3]=1.CO.[OH-].[Na+].Cl, predict the reaction product. The product is: [CH2:1]([O:8][C:9]1[C:10](=[O:37])[C:11]([CH2:32][C:33]([OH:35])=[O:34])=[CH:12][N:13]([CH2:26][CH:27]([O:28][CH3:29])[O:30][CH3:31])[C:14]=1[C:15](=[O:25])[NH:16][CH2:17][C:18]1[CH:23]=[CH:22][CH:21]=[C:20]([Cl:24])[CH:19]=1)[C:2]1[CH:7]=[CH:6][CH:5]=[CH:4][CH:3]=1. (4) Given the reactants [F:1][C@@H:2]1[CH2:7][CH2:6][N:5]([C:8]([O:10][C:11]([CH3:14])([CH3:13])[CH3:12])=[O:9])[CH2:4][C@H:3]1[OH:15].[CH3:16][C:17]1[CH:22]=[CH:21][C:20]([S:23](Cl)(=[O:25])=[O:24])=[CH:19][CH:18]=1, predict the reaction product. The product is: [F:1][C@@H:2]1[CH2:7][CH2:6][N:5]([C:8]([O:10][C:11]([CH3:12])([CH3:14])[CH3:13])=[O:9])[CH2:4][C@H:3]1[O:15][S:23]([C:20]1[CH:21]=[CH:22][C:17]([CH3:16])=[CH:18][CH:19]=1)(=[O:25])=[O:24]. (5) Given the reactants [N:1]1([C:6]([O:8][C:9]([CH3:12])([CH3:11])[CH3:10])=[O:7])[CH2:5][CH:4]=[CH:3][CH2:2]1.F[B-](F)(F)F.[Cl:18][C:19]1[CH:20]=[CH:21][C:22]([F:27])=[C:23]([N+]#N)[CH:24]=1.N1C(C)=CC=CC=1C.FC(F)(F)C(OC(=O)C(F)(F)F)=O, predict the reaction product. The product is: [Cl:18][C:19]1[CH:24]=[CH:23][C:22]([F:27])=[C:21]([CH:3]2[CH:4]=[CH:5][N:1]([C:6]([O:8][C:9]([CH3:12])([CH3:11])[CH3:10])=[O:7])[CH2:2]2)[CH:20]=1. (6) Given the reactants Br[C:2]1[CH:3]=[CH:4][C:5]([F:19])=[C:6]([C:8]2[N:13]=[C:12]([C:14]([O:16][CH2:17][CH3:18])=[O:15])[CH:11]=[CH:10][CH:9]=2)[CH:7]=1.[C:20]([C@:22]1([OH:29])[CH2:26][CH2:25][N:24]([CH3:27])[C:23]1=[O:28])#[CH:21], predict the reaction product. The product is: [F:19][C:5]1[CH:4]=[CH:3][C:2]([C:21]#[C:20][C@:22]2([OH:29])[CH2:26][CH2:25][N:24]([CH3:27])[C:23]2=[O:28])=[CH:7][C:6]=1[C:8]1[N:13]=[C:12]([C:14]([O:16][CH2:17][CH3:18])=[O:15])[CH:11]=[CH:10][CH:9]=1.